This data is from Full USPTO retrosynthesis dataset with 1.9M reactions from patents (1976-2016). The task is: Predict the reactants needed to synthesize the given product. (1) Given the product [CH3:12][O:13][C:14]1[CH:15]=[CH:16][C:17]2[CH:21]=[C:20]([CH2:22][NH:11][C:8]34[CH2:10][CH:4]5[CH2:5][CH:6]([CH2:1][CH:2]([CH2:3]5)[CH2:9]3)[CH2:7]4)[S:19][C:18]=2[CH:24]=1, predict the reactants needed to synthesize it. The reactants are: [CH2:1]1[CH:6]2[CH2:7][C:8]3([NH2:11])[CH2:10][CH:4]([CH2:5]2)[CH2:3][CH:2]1[CH2:9]3.[CH3:12][O:13][C:14]1[CH:15]=[CH:16][C:17]2[CH:21]=[C:20]([CH:22]=O)[S:19][C:18]=2[CH:24]=1. (2) Given the product [CH2:1]([O:8][C:9]1[C:14]([CH2:15][N:16]2[CH2:25][CH2:24][C:23]3[C:18](=[C:19]([Cl:28])[C:20]([C:43]([CH:45]4[CH2:46][N:47]([C:49]([O:51][C:52]([CH3:53])([CH3:54])[CH3:55])=[O:50])[CH2:48]4)([OH:44])[CH3:35])=[CH:21][C:22]=3[Cl:26])[C:17]2=[O:29])=[C:13]([O:30][CH3:31])[CH:12]=[C:11]([CH3:32])[N:10]=1)[C:2]1[CH:7]=[CH:6][CH:5]=[CH:4][CH:3]=1, predict the reactants needed to synthesize it. The reactants are: [CH2:1]([O:8][C:9]1[C:14]([CH2:15][N:16]2[CH2:25][CH2:24][C:23]3[C:18](=[C:19]([Cl:28])[C:20](Br)=[CH:21][C:22]=3[Cl:26])[C:17]2=[O:29])=[C:13]([O:30][CH3:31])[CH:12]=[C:11]([CH3:32])[N:10]=1)[C:2]1[CH:7]=[CH:6][CH:5]=[CH:4][CH:3]=1.[Cl-].[Li+].[CH:35]([Mg]Cl)(C)C.CON(C)[C:43]([CH:45]1[CH2:48][N:47]([C:49]([O:51][C:52]([CH3:55])([CH3:54])[CH3:53])=[O:50])[CH2:46]1)=[O:44]. (3) Given the product [C:9]([C:12]1[CH:13]=[C:14]([CH:39]=[CH:40][CH:41]=1)[O:15][CH:16]([C:33]1[CH:34]=[CH:35][CH:36]=[CH:37][CH:38]=1)[C:17]([NH:19][C:20]1[CH:21]=[CH:22][C:23]([N:26]2[CH2:31][CH2:30][CH2:29][CH2:28][C:27]2=[O:32])=[CH:24][CH:25]=1)=[O:18])(=[NH:8])[NH2:10].[C:2]([O-:5])(=[O:4])[CH3:3], predict the reactants needed to synthesize it. The reactants are: O.[C:2]([OH:5])(=[O:4])[CH3:3].CC1O[N:10]=[C:9]([C:12]2[CH:13]=[C:14]([CH:39]=[CH:40][CH:41]=2)[O:15][CH:16]([C:33]2[CH:38]=[CH:37][CH:36]=[CH:35][CH:34]=2)[C:17]([NH:19][C:20]2[CH:25]=[CH:24][C:23]([N:26]3[CH2:31][CH2:30][CH2:29][CH2:28][C:27]3=[O:32])=[CH:22][CH:21]=2)=[O:18])[N:8]=1. (4) Given the product [N:10]1([CH2:15][CH:16]2[CH2:21][CH2:20][N:19]([C:2]3[CH:9]=[CH:8][C:5]([CH:6]=[O:7])=[CH:4][CH:3]=3)[CH2:18][CH2:17]2)[CH2:14][CH2:13][CH2:12][CH2:11]1, predict the reactants needed to synthesize it. The reactants are: F[C:2]1[CH:9]=[CH:8][C:5]([CH:6]=[O:7])=[CH:4][CH:3]=1.[N:10]1([CH2:15][CH:16]2[CH2:21][CH2:20][NH:19][CH2:18][CH2:17]2)[CH2:14][CH2:13][CH2:12][CH2:11]1. (5) Given the product [CH2:1]([N:3]1[CH2:4][CH2:5][CH:6]([CH2:9][C:10]2[CH:18]=[CH:17][C:13]([C:14]([NH:23][C@H:24]3[C@H:29]4[C@@H:25]3[O:26][C:27]3[CH:33]=[CH:32][C:31]([O:34][C:35]5[C:36]6[CH2:37][CH2:38][C:39](=[O:45])[NH:40][C:41]=6[N:42]=[CH:43][CH:44]=5)=[CH:30][C:28]=34)=[O:16])=[CH:12][C:11]=2[C:19]([F:22])([F:20])[F:21])[CH2:7][CH2:8]1)[CH3:2], predict the reactants needed to synthesize it. The reactants are: [CH2:1]([N:3]1[CH2:8][CH2:7][CH:6]([CH2:9][C:10]2[CH:18]=[CH:17][C:13]([C:14]([OH:16])=O)=[CH:12][C:11]=2[C:19]([F:22])([F:21])[F:20])[CH2:5][CH2:4]1)[CH3:2].[NH2:23][C@H:24]1[C@H:29]2[C@@H:25]1[O:26][C:27]1[CH:33]=[CH:32][C:31]([O:34][C:35]3[CH:44]=[CH:43][N:42]=[C:41]4[C:36]=3[CH2:37][CH2:38][C:39](=[O:45])[NH:40]4)=[CH:30][C:28]=12.CN(C(ON1N=NC2C=CC=NC1=2)=[N+](C)C)C.F[P-](F)(F)(F)(F)F.CCN(C(C)C)C(C)C. (6) The reactants are: [NH2:1][C:2]1[N:10]=[C:9]([CH2:11][O:12][CH3:13])[CH:8]=[CH:7][C:3]=1[C:4]([OH:6])=O.[CH3:14][C:15]1[CH:20]=[CH:19][C:18]([O:21][C:22]2[CH:23]=[C:24]([CH:27]=[CH:28][CH:29]=2)[CH2:25][NH2:26])=[CH:17][CH:16]=1.C(N(CC)CC)C.CN([P+](ON1N=NC2C=CC=CC1=2)(N(C)C)N(C)C)C.F[P-](F)(F)(F)(F)F. Given the product [CH3:14][C:15]1[CH:20]=[CH:19][C:18]([O:21][C:22]2[CH:23]=[C:24]([CH2:25][NH:26][C:4](=[O:6])[C:3]3[CH:7]=[CH:8][C:9]([CH2:11][O:12][CH3:13])=[N:10][C:2]=3[NH2:1])[CH:27]=[CH:28][CH:29]=2)=[CH:17][CH:16]=1, predict the reactants needed to synthesize it.